The task is: Regression. Given two drug SMILES strings and cell line genomic features, predict the synergy score measuring deviation from expected non-interaction effect.. This data is from NCI-60 drug combinations with 297,098 pairs across 59 cell lines. (1) Drug 1: CC1=C2C(C(=O)C3(C(CC4C(C3C(C(C2(C)C)(CC1OC(=O)C(C(C5=CC=CC=C5)NC(=O)OC(C)(C)C)O)O)OC(=O)C6=CC=CC=C6)(CO4)OC(=O)C)OC)C)OC. Drug 2: CC1C(C(CC(O1)OC2CC(CC3=C2C(=C4C(=C3O)C(=O)C5=C(C4=O)C(=CC=C5)OC)O)(C(=O)CO)O)N)O.Cl. Cell line: RXF 393. Synergy scores: CSS=50.6, Synergy_ZIP=-7.14, Synergy_Bliss=-9.65, Synergy_Loewe=-5.88, Synergy_HSA=-4.48. (2) Drug 1: C1CCN(CC1)CCOC2=CC=C(C=C2)C(=O)C3=C(SC4=C3C=CC(=C4)O)C5=CC=C(C=C5)O. Drug 2: C1=NC2=C(N1)C(=S)N=C(N2)N. Cell line: MALME-3M. Synergy scores: CSS=24.0, Synergy_ZIP=-5.59, Synergy_Bliss=3.08, Synergy_Loewe=1.25, Synergy_HSA=1.89.